From a dataset of Reaction yield outcomes from USPTO patents with 853,638 reactions. Predict the reaction yield, written as a fraction of the theoretical maximum amount of product (1.0 means a 100% yield; for example, 0.34 means a 34% yield). (1) The reactants are [CH3:1][C:2]1[N:29]=[C:5]2[NH:6][C:7](=[O:28])[C:8]([CH2:13][C:14]3[CH:19]=[CH:18][C:17]([C:20]4[C:21]([C:26]#[N:27])=[CH:22][CH:23]=[CH:24][CH:25]=4)=[CH:16][CH:15]=3)=[C:9]([CH2:10][CH2:11][CH3:12])[N:4]2[N:3]=1.Br[CH2:31][C:32]1[CH:37]=[CH:36][C:35]([F:38])=[CH:34][CH:33]=1.C(=O)([O-])[O-].[K+].[K+].CN(C)C=O. The catalyst is C(OCC)(=O)C. The product is [CH3:1][C:2]1[N:29]=[C:5]2[N:6]([CH2:31][C:32]3[CH:37]=[CH:36][C:35]([F:38])=[CH:34][CH:33]=3)[C:7](=[O:28])[C:8]([CH2:13][C:14]3[CH:19]=[CH:18][C:17]([C:20]4[C:21]([C:26]#[N:27])=[CH:22][CH:23]=[CH:24][CH:25]=4)=[CH:16][CH:15]=3)=[C:9]([CH2:10][CH2:11][CH3:12])[N:4]2[N:3]=1. The yield is 0.620. (2) The reactants are [C:1]([O:4][C:5]1[CH:36]=[CH:35][C:8]2[N:9]=[C:10]([C:12]3[CH:17]=[CH:16][C:15]([NH:18][CH2:19]/[CH:20]=[CH:21]/[Sn](CCCC)(CCCC)CCCC)=[CH:14][CH:13]=3)[S:11][C:7]=2[CH:6]=1)(=[O:3])[CH3:2].[I:37]I. The catalyst is C(Cl)(Cl)Cl. The product is [C:1]([O:4][C:5]1[CH:36]=[CH:35][C:8]2[N:9]=[C:10]([C:12]3[CH:17]=[CH:16][C:15]([NH:18][CH2:19]/[CH:20]=[CH:21]/[I:37])=[CH:14][CH:13]=3)[S:11][C:7]=2[CH:6]=1)(=[O:3])[CH3:2]. The yield is 0.960. (3) The reactants are CC([O-])(C)C.[K+].[C:7]([CH2:9][C:10]([NH2:12])=[O:11])#[N:8].[CH3:13][C:14](=O)/[CH:15]=[CH:16]/[CH2:17][CH3:18].N#N.O=O. The yield is 0.210. The product is [CH2:14]([C:15]1[NH:12][C:10](=[O:11])[C:9]([C:7]#[N:8])=[C:17]([CH3:18])[CH:16]=1)[CH3:13]. The catalyst is CC#N.Cl. (4) The reactants are [CH2:1]([O:3][C:4]([C:6]1[NH:7][C:8]([CH3:11])=[CH:9][CH:10]=1)=[O:5])[CH3:2].[Cl:12][C:13]1[CH:18]=[CH:17][C:16]([CH2:19][C:20](Cl)=[O:21])=[CH:15][CH:14]=1. The catalyst is ClCCCl. The product is [CH2:1]([O:3][C:4]([C:6]1[NH:7][C:8]([CH3:11])=[C:9]([C:20](=[O:21])[CH2:19][C:16]2[CH:17]=[CH:18][C:13]([Cl:12])=[CH:14][CH:15]=2)[CH:10]=1)=[O:5])[CH3:2]. The yield is 0.830.